From a dataset of Peptide-MHC class II binding affinity with 134,281 pairs from IEDB. Regression. Given a peptide amino acid sequence and an MHC pseudo amino acid sequence, predict their binding affinity value. This is MHC class II binding data. The MHC is DRB1_0901 with pseudo-sequence DRB1_0901. The peptide sequence is VRNGKKLIPSWASVK. The binding affinity (normalized) is 0.648.